This data is from Forward reaction prediction with 1.9M reactions from USPTO patents (1976-2016). The task is: Predict the product of the given reaction. (1) Given the reactants CS([N:5]1[CH2:10][CH2:9]N(CCCOC2C=CC(B3OC(C)(C)C(C)(C)O3)=CC=2)[CH2:7][CH2:6]1)(=O)=O.Br[CH2:31][CH2:32][O:33][C:34]1[CH:35]=[C:36]([B:40]2[O:44][C:43]([CH3:46])([CH3:45])[C:42]([CH3:48])([CH3:47])[O:41]2)[CH:37]=[CH:38][CH:39]=1.C(NCC)C, predict the reaction product. The product is: [CH2:6]([N:5]([CH2:10][CH3:9])[CH2:31][CH2:32][O:33][C:34]1[CH:39]=[CH:38][CH:37]=[C:36]([B:40]2[O:44][C:43]([CH3:46])([CH3:45])[C:42]([CH3:48])([CH3:47])[O:41]2)[CH:35]=1)[CH3:7]. (2) Given the reactants [O:1]=[C:2]1[NH:7][C:6]2[CH:8]=[CH:9][C:10]([NH:12][C:13](=[O:17])[C:14]([OH:16])=O)=[CH:11][C:5]=2[O:4][CH2:3]1.[CH2:18]([O:25][CH:26]1[CH2:31][CH2:30][NH:29][CH2:28][CH2:27]1)[C:19]1[CH:24]=[CH:23][CH:22]=[CH:21][CH:20]=1, predict the reaction product. The product is: [CH2:18]([O:25][CH:26]1[CH2:31][CH2:30][N:29]([C:14](=[O:16])[C:13]([NH:12][C:10]2[CH:9]=[CH:8][C:6]3[NH:7][C:2](=[O:1])[CH2:3][O:4][C:5]=3[CH:11]=2)=[O:17])[CH2:28][CH2:27]1)[C:19]1[CH:20]=[CH:21][CH:22]=[CH:23][CH:24]=1.